Dataset: Choline transporter screen with 302,306 compounds. Task: Binary Classification. Given a drug SMILES string, predict its activity (active/inactive) in a high-throughput screening assay against a specified biological target. (1) The compound is S(=O)(=O)(CCC(=O)Nc1c(cccc1)C)c1ccc(cc1)C. The result is 0 (inactive). (2) The compound is S(=O)(=O)(N1CCCC1)c1cc2c(n(CCC(=O)NCCc3ccc(OCC)cc3)cc2)cc1. The result is 0 (inactive). (3) The compound is S(CC(=O)Nc1n(nc(c1c1ccccc1)C(F)(F)F)C)CC(O)=O. The result is 0 (inactive). (4) The molecule is S(=O)(=O)(N1CCN(CC1)CCc1ccccc1)c1c(cc(cc1)C)C. The result is 1 (active). (5) The drug is S(=O)(=O)(N1CCC(CC1)C(=O)Nc1cc(ccc1)CC)c1c(onc1C)C. The result is 0 (inactive). (6) The compound is Fc1ccc(CNC(=O)CN2CCOc3c2cccc3)cc1. The result is 0 (inactive).